Dataset: HIV replication inhibition screening data with 41,000+ compounds from the AIDS Antiviral Screen. Task: Binary Classification. Given a drug SMILES string, predict its activity (active/inactive) in a high-throughput screening assay against a specified biological target. The compound is CCOc1ccc(N=c2ssc(SC)c2-c2ccccc2)cc1. The result is 0 (inactive).